This data is from Forward reaction prediction with 1.9M reactions from USPTO patents (1976-2016). The task is: Predict the product of the given reaction. (1) Given the reactants [C:1]([O:5][C:6]([N:8]1[CH2:13][CH2:12][N:11]([C:14]([C:16]2[C:24]3[C:19](=[N:20][CH:21]=[C:22]([O:25][CH3:26])[CH:23]=3)[N:18]([C:27]3[CH:32]=[CH:31][CH:30]=[CH:29][CH:28]=3)[C:17]=2Cl)=[O:15])[CH2:10][CH2:9]1)=[O:7])([CH3:4])([CH3:3])[CH3:2].[F:34][C:35]1[CH:36]=[CH:37][C:38]([CH3:42])=[C:39]([OH:41])[CH:40]=1, predict the reaction product. The product is: [C:1]([O:5][C:6]([N:8]1[CH2:13][CH2:12][N:11]([C:14]([C:16]2[C:24]3[C:19](=[N:20][CH:21]=[C:22]([O:25][CH3:26])[CH:23]=3)[N:18]([C:27]3[CH:32]=[CH:31][CH:30]=[CH:29][CH:28]=3)[C:17]=2[O:41][C:39]2[CH:40]=[C:35]([F:34])[CH:36]=[CH:37][C:38]=2[CH3:42])=[O:15])[CH2:10][CH2:9]1)=[O:7])([CH3:4])([CH3:3])[CH3:2]. (2) Given the reactants [CH:1]1([C:4]2[C:5]([O:26][CH3:27])=[CH:6][C:7]3[CH2:16][CH:15]([CH2:17][CH3:18])[N:14]4[CH:9]([CH2:10][C:11](=[O:24])[C:12]([C:19]([O:21][CH2:22][CH3:23])=[O:20])=[CH:13]4)[C:8]=3[CH:25]=2)[CH2:3][CH2:2]1.C1(Cl)C(=O)C(Cl)=C(Cl)C(=O)C=1Cl, predict the reaction product. The product is: [CH:1]1([C:4]2[C:5]([O:26][CH3:27])=[CH:6][C:7]3[CH2:16][CH:15]([CH2:17][CH3:18])[N:14]4[C:9](=[CH:10][C:11](=[O:24])[C:12]([C:19]([O:21][CH2:22][CH3:23])=[O:20])=[CH:13]4)[C:8]=3[CH:25]=2)[CH2:3][CH2:2]1. (3) Given the reactants [F:1][C:2]1[CH:9]=[C:8]([F:10])[C:7]([C:11]2[CH:12]=[N:13][CH:14]=[N:15][CH:16]=2)=[CH:6][C:3]=1[CH:4]=O.[NH2:17][C:18]([NH2:20])=[S:19].[CH3:21][C:22]1[C:26]([CH:27]=[CH2:28])=[C:25]([CH3:29])[O:24][N:23]=1.Cl[Si](C)(C)C, predict the reaction product. The product is: [F:1][C:2]1[CH:9]=[C:8]([F:10])[C:7]([C:11]2[CH:12]=[N:13][CH:14]=[N:15][CH:16]=2)=[CH:6][C:3]=1[CH:4]1[CH2:28][CH:27]([C:26]2[C:22]([CH3:21])=[N:23][O:24][C:25]=2[CH3:29])[S:19][C:18]([NH2:20])=[N:17]1. (4) The product is: [OH:1][C:2]1[CH:11]=[CH:10][C:5]([C:6]([NH:8][NH:9][C:12]([O:14][C:15]([CH3:18])([CH3:17])[CH3:16])=[O:13])=[O:7])=[CH:4][CH:3]=1. Given the reactants [OH:1][C:2]1[CH:11]=[CH:10][C:5]([C:6]([NH:8][NH2:9])=[O:7])=[CH:4][CH:3]=1.[C:12](O[C:12]([O:14][C:15]([CH3:18])([CH3:17])[CH3:16])=[O:13])([O:14][C:15]([CH3:18])([CH3:17])[CH3:16])=[O:13].CCOCC, predict the reaction product. (5) The product is: [OH:1][C:2]12[CH2:3][CH2:4][C:5]([CH2:10][CH2:11][C:12]([O:14][CH3:16])=[O:13])([CH2:8][CH2:9]1)[CH2:6][CH2:7]2. Given the reactants [OH:1][C:2]12[CH2:9][CH2:8][C:5]([CH2:10][CH2:11][C:12]([OH:14])=[O:13])([CH2:6][CH2:7]1)[CH2:4][CH2:3]2.[Si](C=[N+]=[N-])(C)(C)[CH3:16], predict the reaction product.